From a dataset of Peptide-MHC class I binding affinity with 185,985 pairs from IEDB/IMGT. Regression. Given a peptide amino acid sequence and an MHC pseudo amino acid sequence, predict their binding affinity value. This is MHC class I binding data. (1) The peptide sequence is MQIDGGEGV. The MHC is HLA-B15:17 with pseudo-sequence HLA-B15:17. The binding affinity (normalized) is 0.0847. (2) The peptide sequence is RLRDLLLIVTR. The MHC is HLA-A68:02 with pseudo-sequence HLA-A68:02. The binding affinity (normalized) is 0.0343. (3) The peptide sequence is SAGVGAVAM. The MHC is HLA-A02:06 with pseudo-sequence HLA-A02:06. The binding affinity (normalized) is 0. (4) The peptide sequence is GPRGRHVVL. The MHC is HLA-A30:01 with pseudo-sequence HLA-A30:01. The binding affinity (normalized) is 0.0847. (5) The peptide sequence is TEDDWITYI. The MHC is HLA-B18:01 with pseudo-sequence HLA-B18:01. The binding affinity (normalized) is 0.0847. (6) The binding affinity (normalized) is 0.456. The peptide sequence is HILHAYCGI. The MHC is HLA-A02:06 with pseudo-sequence HLA-A02:06. (7) The peptide sequence is WLKHIEKNY. The binding affinity (normalized) is 0.0847. The MHC is HLA-A69:01 with pseudo-sequence HLA-A69:01. (8) The peptide sequence is PEWANFKFR. The MHC is H-2-Kb with pseudo-sequence H-2-Kb. The binding affinity (normalized) is 0.245. (9) The peptide sequence is PPTAGVLARW. The MHC is HLA-B53:01 with pseudo-sequence HLA-B53:01. The binding affinity (normalized) is 0.214. (10) The peptide sequence is GVDGGWQAL. The MHC is HLA-A02:03 with pseudo-sequence HLA-A02:03. The binding affinity (normalized) is 0.0847.